This data is from Full USPTO retrosynthesis dataset with 1.9M reactions from patents (1976-2016). The task is: Predict the reactants needed to synthesize the given product. (1) Given the product [C:11]1([C:5]2[C:4]([OH:17])=[N:23][C:24]3[N:25]([CH:26]=[CH:27][N:28]=3)[C:6]=2[OH:8])[CH:12]=[CH:13][CH:14]=[CH:15][CH:16]=1, predict the reactants needed to synthesize it. The reactants are: C(O[C:4](=[O:17])[CH:5]([C:11]1[CH:16]=[CH:15][CH:14]=[CH:13][CH:12]=1)[C:6]([O:8]CC)=O)C.S(O)(O)(=O)=O.[NH2:23][C:24]1[NH:25][CH:26]=[CH:27][N:28]=1.C1CCN2C(=NCCC2)CC1. (2) Given the product [CH3:20][O:21][C:22](=[O:29])[CH2:23][CH2:24][CH2:25][CH2:26][CH2:27][NH:28][C:2]1[C:3]2[C:10]([C:11]3[CH:16]=[CH:15][C:14]([O:17][CH3:18])=[CH:13][CH:12]=3)=[CH:9][O:8][C:4]=2[N:5]=[CH:6][N:7]=1, predict the reactants needed to synthesize it. The reactants are: Cl[C:2]1[C:3]2[C:10]([C:11]3[CH:16]=[CH:15][C:14]([O:17][CH3:18])=[CH:13][CH:12]=3)=[CH:9][O:8][C:4]=2[N:5]=[CH:6][N:7]=1.Cl.[CH3:20][O:21][C:22](=[O:29])[CH2:23][CH2:24][CH2:25][CH2:26][CH2:27][NH2:28].C(=O)([O-])[O-].[K+].[K+]. (3) Given the product [CH3:25][S:26]([OH:29])(=[O:28])=[O:27].[CH2:8]1[C@@H:7]([C:6]2[CH:1]=[CH:2][CH:3]=[CH:4][CH:5]=2)[C@H:12]([CH2:13][O:14][C:15]2[CH:16]=[CH:17][C:18]3[O:23][CH2:22][O:21][C:19]=3[CH:20]=2)[CH2:11][NH:10][CH2:9]1, predict the reactants needed to synthesize it. The reactants are: [CH:1]1[C:6]([C@H:7]2[C@H:12]([CH2:13][O:14][C:15]3[CH:16]=[CH:17][C:18]4[O:23][CH2:22][O:21][C:19]=4[CH:20]=3)[CH2:11][NH:10][CH2:9][CH2:8]2)=[CH:5][CH:4]=[C:3](F)[CH:2]=1.[CH3:25][S:26]([OH:29])(=[O:28])=[O:27].CCCCCC. (4) Given the product [C:1]1([C:37]2[CH:38]=[CH:39][CH:40]=[CH:41][CH:42]=2)[CH:2]=[CH:3][C:4]([C:7]2([N:16]3[CH2:17][CH2:18][N:19]([C:22]4[CH:27]=[CH:26][C:25]([N:28]5[CH2:29][C:31](=[O:44])[CH2:32][CH2:33][C:34]5=[O:35])=[CH:24][CH:23]=4)[CH2:20][CH2:21]3)[C:12](=[O:13])[NH:11][C:10](=[O:14])[NH:9][C:8]2=[O:15])=[CH:5][CH:6]=1, predict the reactants needed to synthesize it. The reactants are: [C:1]1([C:37]2[CH:42]=[CH:41][CH:40]=[CH:39][CH:38]=2)[CH:6]=[CH:5][C:4]([C:7]2([N:16]3[CH2:21][CH2:20][N:19]([C:22]4[CH:27]=[CH:26][C:25]([NH:28][C:29]([CH2:31][CH2:32][CH2:33][C:34](O)=[O:35])=O)=[CH:24][CH:23]=4)[CH2:18][CH2:17]3)[C:12](=[O:13])[NH:11][C:10](=[O:14])[NH:9][C:8]2=[O:15])=[CH:3][CH:2]=1.C(N1C=CN=C1)(N1C=CN=C1)=[O:44].C(N(CC)CC)C. (5) Given the product [Br:21][CH2:22][CH2:23][CH2:24][CH2:25][CH2:26][N:13]1[C:14]2[C:19](=[CH:18][CH:17]=[CH:16][CH:15]=2)[C:11]2[CH2:10][CH2:9][CH2:8][C:7]3[CH:6]=[CH:5][CH:4]=[CH:3][C:20]=3[C:12]1=2, predict the reactants needed to synthesize it. The reactants are: [H-].[Na+].[CH:3]1[C:20]2[C:12]3[NH:13][C:14]4[C:19]([C:11]=3[CH2:10][CH2:9][CH2:8][C:7]=2[CH:6]=[CH:5][CH:4]=1)=[CH:18][CH:17]=[CH:16][CH:15]=4.[Br:21][CH2:22][CH2:23][CH2:24][CH2:25][CH2:26]Br.O. (6) The reactants are: O[Li].O.[OH:4][C:5]1[CH:6]=[C:7]2[C:11](=[CH:12][CH:13]=1)[N:10]([CH3:14])[CH:9]=[C:8]2[CH2:15][C:16]([O:18]C)=[O:17]. Given the product [OH:4][C:5]1[CH:6]=[C:7]2[C:11](=[CH:12][CH:13]=1)[N:10]([CH3:14])[CH:9]=[C:8]2[CH2:15][C:16]([OH:18])=[O:17], predict the reactants needed to synthesize it.